Task: Predict the product of the given reaction.. Dataset: Forward reaction prediction with 1.9M reactions from USPTO patents (1976-2016) Given the reactants [CH2:1]([O:8][C:9]([N:11]1[CH2:20][CH2:19][C:18]2[C:13](=[CH:14][C:15]([OH:21])=[CH:16][CH:17]=2)[CH2:12]1)=[O:10])[C:2]1[CH:7]=[CH:6][CH:5]=[CH:4][CH:3]=1.[H-].[Na+].[CH3:24][S:25][CH2:26]Cl.O, predict the reaction product. The product is: [CH2:1]([O:8][C:9]([N:11]1[CH2:20][CH2:19][C:18]2[C:13](=[CH:14][C:15]([O:21][CH2:24][S:25][CH3:26])=[CH:16][CH:17]=2)[CH2:12]1)=[O:10])[C:2]1[CH:7]=[CH:6][CH:5]=[CH:4][CH:3]=1.